This data is from Catalyst prediction with 721,799 reactions and 888 catalyst types from USPTO. The task is: Predict which catalyst facilitates the given reaction. (1) Reactant: [N:1]1([C:6]2[N:10]=[C:9]([CH:11]=O)[N:8]([CH2:13][C:14]([F:17])([F:16])[F:15])[N:7]=2)[CH2:5][CH2:4][CH2:3][CH2:2]1.[Cl-].[CH3:19][C:20]1[CH:25]=[C:24]([CH3:26])[N:23]2[N:27]=[C:28]([CH2:30][P+](C3C=CC=CC=3)(C3C=CC=CC=3)C3C=CC=CC=3)[N:29]=[C:22]2[N:21]=1.N1CCCN2CCCCCC=12. Product: [CH3:19][C:20]1[CH:25]=[C:24]([CH3:26])[N:23]2[N:27]=[C:28]([CH:30]=[CH:11][C:9]3[N:8]([CH2:13][C:14]([F:17])([F:16])[F:15])[N:7]=[C:6]([N:1]4[CH2:5][CH2:4][CH2:3][CH2:2]4)[N:10]=3)[N:29]=[C:22]2[N:21]=1. The catalyst class is: 7. (2) Reactant: [Cl:1][C:2]1[CH:7]=[CH:6][C:5]([CH:8](O)[C:9]#[CH:10])=[CH:4][CH:3]=1.C([SiH](CC)CC)C.FC(F)(F)C(O)=O.C(=O)(O)[O-].[Na+]. Product: [Cl:1][C:2]1[CH:7]=[CH:6][C:5]([CH2:8][C:9]#[CH:10])=[CH:4][CH:3]=1. The catalyst class is: 2. (3) Reactant: [Cl:1][C:2]1[CH:7]=[CH:6][C:5]([F:8])=[CH:4][C:3]=1[N:9]1[CH2:16][CH:15]2[CH:11]([CH2:12][N:13]([C:17]3[CH:21]=[C:20]([C:22]4[N:23]=[N:24][NH:25][N:26]=4)[O:19][N:18]=3)[CH2:14]2)[CH2:10]1.C1COCC1.Br[CH2:33][C:34]([O:36][C:37]([CH3:40])([CH3:39])[CH3:38])=[O:35].C(N(CC)CC)C. Product: [Cl:1][C:2]1[CH:7]=[CH:6][C:5]([F:8])=[CH:4][C:3]=1[N:9]1[CH2:10][CH:11]2[CH2:12][N:13]([C:17]3[CH:21]=[C:20]([C:22]4[N:23]=[N:24][N:25]([CH2:33][C:34]([O:36][C:37]([CH3:40])([CH3:39])[CH3:38])=[O:35])[N:26]=4)[O:19][N:18]=3)[CH2:14][CH:15]2[CH2:16]1. The catalyst class is: 6. (4) Product: [ClH:34].[NH2:7][C@@H:8]([CH2:26][C:27]1[CH:32]=[CH:31][CH:30]=[CH:29][CH:28]=1)[C@H:9]([OH:25])[CH2:10][NH:11][C:12]1([C:15]2[CH:20]=[CH:19][CH:18]=[C:17]([C:21]([F:22])([F:23])[F:24])[CH:16]=2)[CH2:14][CH2:13]1. The catalyst class is: 269. Reactant: C(OC(=O)[NH:7][C@@H:8]([CH2:26][C:27]1[CH:32]=[CH:31][CH:30]=[CH:29][CH:28]=1)[C@H:9]([OH:25])[CH2:10][NH:11][C:12]1([C:15]2[CH:20]=[CH:19][CH:18]=[C:17]([C:21]([F:24])([F:23])[F:22])[CH:16]=2)[CH2:14][CH2:13]1)(C)(C)C.[ClH:34].